From a dataset of Catalyst prediction with 721,799 reactions and 888 catalyst types from USPTO. Predict which catalyst facilitates the given reaction. (1) Reactant: [NH2:1][C:2]1[NH:7][C:6](=[O:8])[C:5]([CH2:9][NH2:10])=[N:4][N:3]=1.C([O-])(O)=O.[Na+].O=C1CCC(=O)N1[O:23][C:24]([C@H:26]1[CH2:31][CH2:30][C@H:29]([C:32]([O:34][CH3:35])=[O:33])[CH2:28][CH2:27]1)=O.C1COCC1.CC#N. Product: [NH2:1][C:2]1[NH:7][C:6](=[O:8])[C:5]([CH2:9][NH:10][C:24]([C@H:26]2[CH2:27][CH2:28][C@H:29]([C:32]([O:34][CH3:35])=[O:33])[CH2:30][CH2:31]2)=[O:23])=[N:4][N:3]=1. The catalyst class is: 6. (2) Reactant: [Br:1][C:2]1[C:6]2[CH2:7][N:8]([C:11](OC(C)(C)C)=[O:12])[CH2:9][CH2:10][C:5]=2[N:4]([CH2:18][CH:19]2[CH2:21][CH2:20]2)[N:3]=1.F[C:23](F)(F)C(O)=O.C(OC(=O)C)(=O)C. Product: [Br:1][C:2]1[C:6]2[CH2:7][N:8]([C:11](=[O:12])[CH3:23])[CH2:9][CH2:10][C:5]=2[N:4]([CH2:18][CH:19]2[CH2:21][CH2:20]2)[N:3]=1. The catalyst class is: 2. (3) Reactant: [Br:1][C:2]1[N:6]2[C:7](=[O:13])[CH:8]=[C:9]([CH2:11]Cl)[N:10]=[C:5]2[S:4][C:3]=1[CH3:14].[CH:15]1([C:18]2[CH:22]=[C:21]([C:23]([F:26])([F:25])[F:24])[NH:20][N:19]=2)[CH2:17][CH2:16]1.C(=O)([O-])[O-].[Cs+].[Cs+].[I-].[K+]. Product: [Br:1][C:2]1[N:6]2[C:7](=[O:13])[CH:8]=[C:9]([CH2:11][N:20]3[C:21]([C:23]([F:24])([F:25])[F:26])=[CH:22][C:18]([CH:15]4[CH2:16][CH2:17]4)=[N:19]3)[N:10]=[C:5]2[S:4][C:3]=1[CH3:14].[Br:1][C:2]1[N:6]2[C:7](=[O:13])[CH:8]=[C:9]([CH2:11][N:19]3[C:18]([CH:15]4[CH2:16][CH2:17]4)=[CH:22][C:21]([C:23]([F:24])([F:25])[F:26])=[N:20]3)[N:10]=[C:5]2[S:4][C:3]=1[CH3:14]. The catalyst class is: 23. (4) Reactant: [C:1]([O:5][C:6]([N:8]1[CH2:13][CH2:12][C:11](O)([C:14]2[CH:19]=[CH:18][CH:17]=[C:16]([Br:20])[N:15]=2)[CH2:10][CH2:9]1)=[O:7])([CH3:4])([CH3:3])[CH3:2].C(O)(C(F)(F)F)=O.C(N(CC)CC)C.C(OC(OC(C)(C)C)=O)(OC(C)(C)C)=O. Product: [Br:20][C:16]1[N:15]=[C:14]([C:11]2[CH2:12][CH2:13][N:8]([C:6]([O:5][C:1]([CH3:4])([CH3:3])[CH3:2])=[O:7])[CH2:9][CH:10]=2)[CH:19]=[CH:18][CH:17]=1. The catalyst class is: 5. (5) Reactant: [CH3:1][O:2][CH:3]([O:29]C)[CH2:4][N:5]1[C:13]2[C:8](=[CH:9][C:10]([N:14]3[CH:19]=[CH:18][C:17]([CH2:20][CH2:21][C:22]4[CH:27]=[CH:26][CH:25]=[CH:24][CH:23]=4)=[CH:16][C:15]3=[O:28])=[CH:11][CH:12]=2)[CH:7]=[N:6]1.Cl.O. Product: [OH:29][CH:3]([O:2][CH3:1])[CH2:4][N:5]1[C:13]2[C:8](=[CH:9][C:10]([N:14]3[CH:19]=[CH:18][C:17]([CH2:20][CH2:21][C:22]4[CH:27]=[CH:26][CH:25]=[CH:24][CH:23]=4)=[CH:16][C:15]3=[O:28])=[CH:11][CH:12]=2)[CH:7]=[N:6]1. The catalyst class is: 1.